Dataset: Full USPTO retrosynthesis dataset with 1.9M reactions from patents (1976-2016). Task: Predict the reactants needed to synthesize the given product. (1) Given the product [C:28]1(=[O:30])[N:1]([C:2]2[C:3](=[O:13])[O:4][C:5]3[C:10]([CH:11]=2)=[CH:9][C:8]([N:12]2[C:14](=[O:20])[CH:15]=[CH:16][C:17]2=[O:18])=[CH:7][CH:6]=3)[C:25](=[O:27])[CH:26]=[CH:29]1, predict the reactants needed to synthesize it. The reactants are: [NH2:1][C:2]1[C:3](=[O:13])[O:4][C:5]2[C:10]([CH:11]=1)=[CH:9][C:8]([NH2:12])=[CH:7][CH:6]=2.[C:14]1(=[O:20])O[C:17](=[O:18])[CH:16]=[CH:15]1.C(O[C:25](=[O:27])[CH3:26])(=O)C.[C:28]([O-])(=[O:30])[CH3:29].[Na+]. (2) Given the product [C:25]([OH:28])(=[O:27])[CH3:26].[CH3:16][O:15][C:8]1[CH:9]=[CH:10][CH:11]=[C:12]([O:13][CH3:14])[C:7]=1[CH2:6][N:5]1[CH2:4][C:3]2[C:2](=[CH:20][CH:19]=[CH:18][CH:17]=2)[N:1]=[C:22]1[NH2:23], predict the reactants needed to synthesize it. The reactants are: [NH2:1][C:2]1[CH:20]=[CH:19][CH:18]=[CH:17][C:3]=1[CH2:4][NH:5][CH2:6][C:7]1[C:12]([O:13][CH3:14])=[CH:11][CH:10]=[CH:9][C:8]=1[O:15][CH3:16].Br[C:22]#[N:23].Cl.[C:25]([OH:28])(=[O:27])[CH3:26]. (3) Given the product [CH3:23][O:24][C:25](=[O:37])[C:26]1[C:27](=[C:32]([NH:36][CH2:14][CH2:13][O:12][CH3:11])[CH:33]=[CH:34][CH:35]=1)[C:28]([O:30][CH3:31])=[O:29], predict the reactants needed to synthesize it. The reactants are: C(Cl)(=O)C(Cl)=O.CS(C)=O.[CH3:11][O:12][CH2:13][CH2:14]O.C(N(CC)CC)C.[CH3:23][O:24][C:25](=[O:37])[C:26]1[C:27](=[C:32]([NH2:36])[CH:33]=[CH:34][CH:35]=1)[C:28]([O:30][CH3:31])=[O:29].C(O)(=O)C.C(O[BH-](OC(=O)C)OC(=O)C)(=O)C.[Na+]. (4) Given the product [CH3:20][O:19][C:16](=[O:18])[CH2:17][O:22][CH2:7][C:6]1[CH:11]=[CH:10][CH:9]=[CH:4][CH:5]=1, predict the reactants needed to synthesize it. The reactants are: [H-].[Na+].N1[C:7]2=N[CH:9]=[CH:10][CH:11]=[C:6]2[CH:5]=[CH:4]1.BrCC#N.[C:16]([O:19][CH2:20]C)(=[O:18])[CH3:17].[O:22]1CCCC1. (5) The reactants are: CON(C)[C:4](=[O:14])[CH2:5][CH2:6][C:7]([CH3:13])([CH3:12])[C:8]([O:10][CH3:11])=[O:9].[F:16][C:17]1[CH:18]=[C:19]([Mg]Br)[CH:20]=[C:21]([F:23])[CH:22]=1. Given the product [F:16][C:17]1[CH:18]=[C:19]([C:4](=[O:14])[CH2:5][CH2:6][C:7]([CH3:12])([CH3:13])[C:8]([O:10][CH3:11])=[O:9])[CH:20]=[C:21]([F:23])[CH:22]=1, predict the reactants needed to synthesize it. (6) Given the product [CH2:12]([N:19]1[C:23](=[O:24])[C:22](=[C:25]2[N:29]([CH3:30])[C:28]([C:31]3[CH:32]=[CH:33][CH:34]=[CH:35][CH:36]=3)=[CH:27][S:26]2)[S:21][C:20]1=[N:39][C:40]1[CH:41]=[CH:42][C:43]([NH:44][C:45](=[O:47])[CH3:46])=[CH:48][CH:49]=1)[C:13]1[CH:14]=[CH:15][CH:16]=[CH:17][CH:18]=1, predict the reactants needed to synthesize it. The reactants are: C1(C)C=CC(S([O-])(=O)=O)=CC=1.[CH2:12]([N+:19]1[C:23](=[O:24])[C:22](=[C:25]2[N:29]([CH3:30])[C:28]([C:31]3[CH:36]=[CH:35][CH:34]=[CH:33][CH:32]=3)=[CH:27][S:26]2)[S:21][C:20]=1SC)[C:13]1[CH:18]=[CH:17][CH:16]=[CH:15][CH:14]=1.[NH2:39][C:40]1[CH:49]=[CH:48][C:43]([NH:44][C:45](=[O:47])[CH3:46])=[CH:42][CH:41]=1. (7) Given the product [CH3:16][N:14]1[CH2:13][C@@H:10]2[C@@H:9]([N:8]([C:5]3[CH:6]=[CH:7][C:2]([C:34]4[CH:39]=[CH:38][C:37]([C:21]5[CH:20]=[N:19][N:18]([CH3:17])[CH:22]=5)=[CH:36][CH:35]=4)=[CH:3][CH:4]=3)[CH2:12][CH2:11]2)[CH2:15]1, predict the reactants needed to synthesize it. The reactants are: Br[C:2]1[CH:7]=[CH:6][C:5]([N:8]2[CH2:12][CH2:11][C@@H:10]3[CH2:13][N:14]([CH3:16])[CH2:15][C@H:9]23)=[CH:4][CH:3]=1.[CH3:17][N:18]1[CH:22]=[C:21](B2OC(C)(C)C(C)(C)O2)[CH:20]=[N:19]1.C([C:34]1[CH:39]=[CH:38][C:37](B(O)O)=[CH:36][CH:35]=1)#N. (8) Given the product [Cl:1][C:2]1[C:6]([S:7](=[O:9])(=[O:8])[NH:21][C@H:18]([C:17]([F:23])([F:22])[F:16])[CH2:19][CH3:20])=[CH:5][N:4]([CH3:11])[C:3]=1[C:12]([O:14][CH3:15])=[O:13], predict the reactants needed to synthesize it. The reactants are: [Cl:1][C:2]1[C:6]([S:7](Cl)(=[O:9])=[O:8])=[CH:5][N:4]([CH3:11])[C:3]=1[C:12]([O:14][CH3:15])=[O:13].[F:16][C:17]([F:23])([F:22])[C@@H:18]([NH2:21])[CH2:19][CH3:20].C([O-])(O)=O.[Na+]. (9) Given the product [Cl:1][C:2]1[C:3]([C:9]2[CH:10]=[N:11][CH:12]=[C:13]([NH:15][CH2:16][CH:17]3[CH2:22][CH2:21][O:20][CH2:19][CH2:18]3)[CH:14]=2)=[CH:4][C:5]([NH2:24])=[N:6][CH:7]=1, predict the reactants needed to synthesize it. The reactants are: [Cl:1][C:2]1[C:3]([C:9]2[CH:10]=[N:11][CH:12]=[C:13]([NH:15][CH2:16][CH:17]3[CH2:22][CH2:21][O:20][CH2:19][CH2:18]3)[CH:14]=2)=[CH:4][C:5](F)=[N:6][CH:7]=1.[OH-].[NH4+:24]. (10) Given the product [CH2:11]([O:1][C:2]1[CH:7]=[CH:6][CH:5]=[CH:4][C:3]=1[C:8](=[O:10])[CH3:9])[C:12]1[CH:17]=[CH:16][CH:15]=[CH:14][CH:13]=1, predict the reactants needed to synthesize it. The reactants are: [OH:1][C:2]1[CH:7]=[CH:6][CH:5]=[CH:4][C:3]=1[C:8](=[O:10])[CH3:9].[CH2:11](Br)[C:12]1[CH:17]=[CH:16][CH:15]=[CH:14][CH:13]=1.C([O-])([O-])=O.[K+].[K+].